Dataset: Reaction yield outcomes from USPTO patents with 853,638 reactions. Task: Predict the reaction yield, written as a fraction of the theoretical maximum amount of product (1.0 means a 100% yield; for example, 0.34 means a 34% yield). (1) The reactants are [S:1]1[CH:5]=[C:4]([NH:6][C:7](=[O:13])[O:8][C:9]([CH3:12])([CH3:11])[CH3:10])[N:3]=[CH:2]1.C[Si](C)(C)[N-][Si](C)(C)C.[Li+].[F:24][C:25]1[CH:30]=[C:29]([F:31])[C:28]([F:32])=[CH:27][C:26]=1[S:33](Cl)(=[O:35])=[O:34]. The catalyst is O1CCCC1. The product is [S:1]1[CH:5]=[C:4]([N:6]([S:33]([C:26]2[CH:27]=[C:28]([F:32])[C:29]([F:31])=[CH:30][C:25]=2[F:24])(=[O:35])=[O:34])[C:7](=[O:13])[O:8][C:9]([CH3:10])([CH3:12])[CH3:11])[N:3]=[CH:2]1. The yield is 0.640. (2) The reactants are FC(F)(F)S(O[C:7]1[CH:8]=[N:9][C:10]([Cl:23])=[CH:11][C:12]=1[C:13]1[NH:14][C:15]2[C:20]([CH:21]=1)=[C:19]([F:22])[CH:18]=[CH:17][CH:16]=2)(=O)=O.[CH2:26]([Sn](CCCC)(CCCC)C(C)=C)[CH2:27][CH2:28]C. The catalyst is CN(C=O)C.C1C=CC([P]([Pd]([P](C2C=CC=CC=2)(C2C=CC=CC=2)C2C=CC=CC=2)([P](C2C=CC=CC=2)(C2C=CC=CC=2)C2C=CC=CC=2)[P](C2C=CC=CC=2)(C2C=CC=CC=2)C2C=CC=CC=2)(C2C=CC=CC=2)C2C=CC=CC=2)=CC=1. The product is [Cl:23][C:10]1[CH:11]=[C:12]([C:13]2[NH:14][C:15]3[C:20]([CH:21]=2)=[C:19]([F:22])[CH:18]=[CH:17][CH:16]=3)[C:7]([C:27]([CH3:28])=[CH2:26])=[CH:8][N:9]=1. The yield is 0.700. (3) The reactants are [NH2:1][C:2]1[C:7]([C:8]#[N:9])=[CH:6][CH:5]=[CH:4][N:3]=1.C([O-])([O-])=O.[Na+].[Na+].[Br:16]Br. No catalyst specified. The product is [NH2:1][C:2]1[C:7]([C:8]#[N:9])=[CH:6][C:5]([Br:16])=[CH:4][N:3]=1. The yield is 1.00. (4) The reactants are [Cl:1][C:2]1[CH:18]=[CH:17][C:16]([Cl:19])=[CH:15][C:3]=1[O:4][C:5]1[C:10]([C:11]([O-:13])=O)=[CH:9][N:8]=[C:7]([CH3:14])[CH:6]=1.[Li+].C(N(C(C)C)C(C)C)C.F[P-](F)(F)(F)(F)F.N1(OC(N(C)C)=[N+](C)C)C2N=CC=CC=2N=N1.[CH:54]1([N:57]2[C:66]3[C:61](=[CH:62][CH:63]=[CH:64][CH:65]=3)[NH:60][CH2:59][CH2:58]2)[CH2:56][CH2:55]1.C(=O)(O)[O-].[Na+]. The catalyst is CN(C)C=O.C(OCC)(=O)C. The product is [CH:54]1([N:57]2[C:66]3[C:61](=[CH:62][CH:63]=[CH:64][CH:65]=3)[N:60]([C:11]([C:10]3[CH:9]=[N:8][C:7]([CH3:14])=[CH:6][C:5]=3[O:4][C:3]3[CH:15]=[C:16]([Cl:19])[CH:17]=[CH:18][C:2]=3[Cl:1])=[O:13])[CH2:59][CH2:58]2)[CH2:56][CH2:55]1. The yield is 0.600. (5) The reactants are [N:1]1([C:7]2[C:8]3[N:16]=[C:15]([C:17]4[CH:22]=[CH:21][CH:20]=[CH:19][N:18]=4)[S:14][C:9]=3[N:10]=[C:11]([NH2:13])[N:12]=2)[CH2:6][CH2:5][NH:4][CH2:3][CH2:2]1.[Cl:23][C:24]1[CH:34]=[CH:33][C:27]([O:28][CH2:29][C:30](O)=[O:31])=[CH:26][CH:25]=1. No catalyst specified. The product is [NH2:13][C:11]1[N:12]=[C:7]([N:1]2[CH2:6][CH2:5][N:4]([C:30](=[O:31])[CH2:29][O:28][C:27]3[CH:33]=[CH:34][C:24]([Cl:23])=[CH:25][CH:26]=3)[CH2:3][CH2:2]2)[C:8]2[N:16]=[C:15]([C:17]3[CH:22]=[CH:21][CH:20]=[CH:19][N:18]=3)[S:14][C:9]=2[N:10]=1. The yield is 0.570. (6) The reactants are [NH2:1][C@@H:2]1[CH2:7][CH2:6][C@H:5]([NH:8][C:9](=[O:15])OC(C)(C)C)[CH2:4][CH2:3]1.[C:16](OC(=O)C(C)C)(=O)[CH:17](C)[CH3:18].[ClH:27].O1CCOCC1. The catalyst is C(Cl)Cl. The product is [ClH:27].[NH2:1][C@@H:2]1[CH2:3][CH2:4][C@H:5]([NH:8][C:9](=[O:15])[CH:17]([CH3:18])[CH3:16])[CH2:6][CH2:7]1. The yield is 0.990.